This data is from Catalyst prediction with 721,799 reactions and 888 catalyst types from USPTO. The task is: Predict which catalyst facilitates the given reaction. (1) Reactant: [C:1]([O:5][C:6](=[O:21])[NH:7][C@H:8]([CH2:19][OH:20])[CH2:9][C:10]1[CH:15]=[CH:14][CH:13]=[C:12]([N+:16]([O-:18])=[O:17])[CH:11]=1)([CH3:4])([CH3:3])[CH3:2].CC(OI1(OC(C)=O)(OC(C)=O)OC(=O)C2C=CC=CC1=2)=O.CCOC(C)=O.CCCCCC. Product: [C:1]([O:5][C:6](=[O:21])[NH:7][C@H:8]([CH:19]=[O:20])[CH2:9][C:10]1[CH:15]=[CH:14][CH:13]=[C:12]([N+:16]([O-:18])=[O:17])[CH:11]=1)([CH3:2])([CH3:4])[CH3:3]. The catalyst class is: 2. (2) Product: [Br-:1].[CH2:12]([C:9]1[CH:10]=[CH:11][C:6]([CH2:5][CH2:4][CH2:3][CH2:2][N+:16]2[CH:21]=[CH:20][CH:19]=[CH:18][C:17]=2[CH3:22])=[CH:7][CH:8]=1)[CH2:13][CH2:14][CH3:15]. Reactant: [Br:1][CH2:2][CH2:3][CH2:4][CH2:5][C:6]1[CH:11]=[CH:10][C:9]([CH2:12][CH2:13][CH2:14][CH3:15])=[CH:8][CH:7]=1.[N:16]1[CH:21]=[CH:20][CH:19]=[CH:18][C:17]=1[CH3:22]. The catalyst class is: 10.